This data is from Reaction yield outcomes from USPTO patents with 853,638 reactions. The task is: Predict the reaction yield, written as a fraction of the theoretical maximum amount of product (1.0 means a 100% yield; for example, 0.34 means a 34% yield). The reactants are [Br:1][C:2]1[C:11]([CH2:12]Br)=[C:10]2[C:5]([CH:6]=[CH:7][C:8]([O:14][CH3:15])=[N:9]2)=[CH:4][CH:3]=1.C([O-])(O)=[O:17].[Na+]. The catalyst is CC(C)=O.O. The product is [Br:1][C:2]1[C:11]([CH2:12][OH:17])=[C:10]2[C:5]([CH:6]=[CH:7][C:8]([O:14][CH3:15])=[N:9]2)=[CH:4][CH:3]=1. The yield is 0.560.